This data is from Full USPTO retrosynthesis dataset with 1.9M reactions from patents (1976-2016). The task is: Predict the reactants needed to synthesize the given product. (1) Given the product [Cl:29][C:23]1[C:22]([CH3:30])=[C:21]([C:18]2[CH:19]=[CH:20][N:16]([CH2:15][C@@H:14]([NH:13][C:11]([C:9]3[N:10]=[C:6]([CH:3]([OH:5])[CH3:4])[O:7][CH:8]=3)=[O:12])[CH3:31])[N:17]=2)[CH:26]=[CH:25][C:24]=1[C:27]#[N:28], predict the reactants needed to synthesize it. The reactants are: [BH4-].[Na+].[C:3]([C:6]1[O:7][CH:8]=[C:9]([C:11]([NH:13][C@@H:14]([CH3:31])[CH2:15][N:16]2[CH:20]=[CH:19][C:18]([C:21]3[CH:26]=[CH:25][C:24]([C:27]#[N:28])=[C:23]([Cl:29])[C:22]=3[CH3:30])=[N:17]2)=[O:12])[N:10]=1)(=[O:5])[CH3:4]. (2) Given the product [F:14][C:11]1([F:15])[CH2:12][CH2:13][N:8]([C:4]2[N:3]=[C:2]([C:17]3[C:25]4[C:20](=[CH:21][CH:22]=[C:23]([C:26]5[O:30][C:29]([NH:31][CH2:32][C:33]6[CH:34]=[CH:35][C:36]([O:39][CH3:40])=[CH:37][CH:38]=6)=[N:28][N:27]=5)[CH:24]=4)[N:19]([S:41]([C:44]4[CH:45]=[CH:46][C:47]([CH3:48])=[CH:49][CH:50]=4)(=[O:43])=[O:42])[CH:18]=3)[CH:7]=[N:6][CH:5]=2)[CH2:9][CH2:10]1, predict the reactants needed to synthesize it. The reactants are: Cl[C:2]1[CH:7]=[N:6][CH:5]=[C:4]([N:8]2[CH2:13][CH2:12][C:11]([F:15])([F:14])[CH2:10][CH2:9]2)[N:3]=1.I[C:17]1[C:25]2[C:20](=[CH:21][CH:22]=[C:23]([C:26]3[O:30][C:29]([NH:31][CH2:32][C:33]4[CH:38]=[CH:37][C:36]([O:39][CH3:40])=[CH:35][CH:34]=4)=[N:28][N:27]=3)[CH:24]=2)[N:19]([S:41]([C:44]2[CH:50]=[CH:49][C:47]([CH3:48])=[CH:46][CH:45]=2)(=[O:43])=[O:42])[CH:18]=1.CN(C=O)C. (3) The reactants are: [N:1]1([C:7]2[N:12]=[CH:11][C:10]([NH:13][C:14]([C:16]3[N:17]=[C:18]([C:25]4[CH:30]=[CH:29][CH:28]=[CH:27][CH:26]=4)[O:19][C:20]=3[C:21]([F:24])([F:23])[F:22])=[O:15])=[CH:9][CH:8]=2)[CH2:6][CH2:5][S:4][CH2:3][CH2:2]1.ClC1C=C(C=CC=1)C(OO)=[O:36]. Given the product [O:36]=[S:4]1[CH2:3][CH2:2][N:1]([C:7]2[N:12]=[CH:11][C:10]([NH:13][C:14]([C:16]3[N:17]=[C:18]([C:25]4[CH:30]=[CH:29][CH:28]=[CH:27][CH:26]=4)[O:19][C:20]=3[C:21]([F:23])([F:24])[F:22])=[O:15])=[CH:9][CH:8]=2)[CH2:6][CH2:5]1, predict the reactants needed to synthesize it. (4) Given the product [Cl:22][C:23]1[CH:28]=[CH:27][C:26]([NH:29][C:30]([O:1][CH2:2][C:3]2[CH:4]=[C:5]([CH2:11][CH:12]([O:18][CH:19]([CH3:20])[CH3:21])[C:13]([OH:15])=[O:14])[CH:6]=[CH:7][C:8]=2[O:9][CH3:10])=[O:31])=[CH:25][CH:24]=1, predict the reactants needed to synthesize it. The reactants are: [OH:1][CH2:2][C:3]1[CH:4]=[C:5]([CH2:11][CH:12]([O:18][CH:19]([CH3:21])[CH3:20])[C:13]([O:15]CC)=[O:14])[CH:6]=[CH:7][C:8]=1[O:9][CH3:10].[Cl:22][C:23]1[CH:28]=[CH:27][C:26]([N:29]=[C:30]=[O:31])=[CH:25][CH:24]=1.